Dataset: Full USPTO retrosynthesis dataset with 1.9M reactions from patents (1976-2016). Task: Predict the reactants needed to synthesize the given product. (1) Given the product [ClH:1].[CH3:29][C:24]1[CH:23]=[C:22]([N:6]([CH2:7][CH2:8][C:9]2[C:14]([F:15])=[CH:13][C:12]([C:16]([F:18])([F:17])[F:19])=[C:11]([F:20])[C:10]=2[F:21])[C:4]([CH:3]2[C:30]3[C:35](=[CH:34][CH:33]=[CH:32][CH:31]=3)[CH2:36][NH:2]2)=[O:5])[CH:27]=[CH:26][C:25]=1[CH3:28], predict the reactants needed to synthesize it. The reactants are: [ClH:1].[NH2:2][C@@H:3]([C:30]1[CH:35]=[CH:34][CH:33]=[CH:32][CH:31]=1)[C:4]([N:6]([C:22]1[CH:27]=[CH:26][C:25]([CH3:28])=[C:24]([CH3:29])[CH:23]=1)[CH2:7][CH2:8][C:9]1[C:14]([F:15])=[CH:13][C:12]([C:16]([F:19])([F:18])[F:17])=[C:11]([F:20])[C:10]=1[F:21])=[O:5].[C:36](C1(C(O)=O)C2C(=CC=CC=2)CN1)(OC(C)(C)C)=O. (2) Given the product [F:33][C:31]([F:32])([F:34])[S:28]([C:23]1[CH:24]=[CH:25][CH:26]=[CH:27][C:22]=1[C:10]1[CH:11]=[CH:12][C:13]([NH2:14])=[C:8]([NH2:7])[CH:9]=1)(=[O:29])=[O:30], predict the reactants needed to synthesize it. The reactants are: C(OC(=O)[NH:7][C:8]1[CH:9]=[C:10]([C:22]2[CH:27]=[CH:26][CH:25]=[CH:24][C:23]=2[S:28]([C:31]([F:34])([F:33])[F:32])(=[O:30])=[O:29])[CH:11]=[CH:12][C:13]=1[NH:14]C(OC(C)(C)C)=O)(C)(C)C. (3) Given the product [C:1]([C:3]1[CH:23]=[C:22]([C:24]2[N:25]=[CH:26][N:27]=[C:28]([NH:30][C:31]3[C:32]([C:37]([O:39][CH3:40])=[O:38])=[N:33][N:34]([CH3:36])[CH:35]=3)[N:29]=2)[CH:21]=[CH:20][C:4]=1[O:5][C@H:6]1[CH2:11][CH2:10][NH:9][CH2:8][C@H:7]1[F:19])#[N:2], predict the reactants needed to synthesize it. The reactants are: [C:1]([C:3]1[CH:23]=[C:22]([C:24]2[N:29]=[C:28]([NH:30][C:31]3[C:32]([C:37]([O:39][CH3:40])=[O:38])=[N:33][N:34]([CH3:36])[CH:35]=3)[N:27]=[CH:26][N:25]=2)[CH:21]=[CH:20][C:4]=1[O:5][C@H:6]1[CH2:11][CH2:10][N:9](C(OC(C)(C)C)=O)[CH2:8][C@H:7]1[F:19])#[N:2].FC(F)(F)C(O)=O. (4) Given the product [N:17]1[C:10]2[CH:11]=[CH:12][CH:13]=[CH:14][C:9]=2[NH:8][CH:1]=1, predict the reactants needed to synthesize it. The reactants are: [CH2:1]([NH:8][C:9]1[C:10]([NH2:17])=[CH:11][CH:12]=[C:13](OC)[CH:14]=1)C1C=CC=CC=1.COC(OC)(OC)C1C=CC=CC=1.